This data is from Forward reaction prediction with 1.9M reactions from USPTO patents (1976-2016). The task is: Predict the product of the given reaction. (1) Given the reactants [CH3:1][N:2]1[C:10]([CH2:11][CH:12]2[CH2:17][CH2:16][NH:15][CH2:14][CH2:13]2)=[N:9][C:8]2[C:3]1=[N:4][C:5]([N:24]1[C:28]3[CH:29]=[CH:30][CH:31]=[CH:32][C:27]=3[N:26]=[C:25]1[CH3:33])=[N:6][C:7]=2[N:18]1[CH2:23][CH2:22][O:21][CH2:20][CH2:19]1.Br[CH2:35][C:36]1[O:40][N:39]=[CH:38][CH:37]=1, predict the reaction product. The product is: [O:40]1[C:36]([CH2:35][N:15]2[CH2:16][CH2:17][CH:12]([CH2:11][C:10]3[N:2]([CH3:1])[C:3]4[C:8]([N:9]=3)=[C:7]([N:18]3[CH2:19][CH2:20][O:21][CH2:22][CH2:23]3)[N:6]=[C:5]([N:24]3[C:28]5[CH:29]=[CH:30][CH:31]=[CH:32][C:27]=5[N:26]=[C:25]3[CH3:33])[N:4]=4)[CH2:13][CH2:14]2)=[CH:37][CH:38]=[N:39]1. (2) The product is: [OH:16][CH:15]([CH2:17][NH:36][CH:33]1[CH2:32][CH2:31][N:30]([C:28]2[C:29]3[C:21]([CH3:20])=[CH:22][S:23][C:24]=3[N:25]=[CH:26][N:27]=2)[CH2:35][CH2:34]1)[CH2:14][O:13][C:10]1[CH:9]=[CH:8][C:7]([OH:6])=[CH:12][CH:11]=1. Given the reactants C([Si](C)(C)[O:6][C:7]1[CH:12]=[CH:11][C:10]([O:13][CH2:14][CH:15]2[CH2:17][O:16]2)=[CH:9][CH:8]=1)(C)(C)C.[CH3:20][C:21]1[C:29]2[C:28]([N:30]3[CH2:35][CH2:34][CH:33]([NH2:36])[CH2:32][CH2:31]3)=[N:27][CH:26]=[N:25][C:24]=2[S:23][CH:22]=1, predict the reaction product.